Dataset: Full USPTO retrosynthesis dataset with 1.9M reactions from patents (1976-2016). Task: Predict the reactants needed to synthesize the given product. Given the product [F:1][C:2]1[CH:7]=[C:6]([CH3:8])[C:5]([S:9]([CH2:10][C:11]([F:14])([F:13])[F:12])=[O:43])=[CH:4][C:3]=1[N:15]1[C:19]([NH:20][CH:21]=[O:22])=[CH:18][C:17]([O:23][CH2:24][C:25]([F:34])([F:33])[C:26]([F:31])([F:32])[C:27]([F:30])([F:29])[F:28])=[N:16]1, predict the reactants needed to synthesize it. The reactants are: [F:1][C:2]1[CH:7]=[C:6]([CH3:8])[C:5]([S:9][CH2:10][C:11]([F:14])([F:13])[F:12])=[CH:4][C:3]=1[N:15]1[C:19]([NH:20][CH:21]=[O:22])=[CH:18][C:17]([O:23][CH2:24][C:25]([F:34])([F:33])[C:26]([F:32])([F:31])[C:27]([F:30])([F:29])[F:28])=[N:16]1.ClC1C=CC=C(C(OO)=[O:43])C=1.